Task: Regression. Given two drug SMILES strings and cell line genomic features, predict the synergy score measuring deviation from expected non-interaction effect.. Dataset: Merck oncology drug combination screen with 23,052 pairs across 39 cell lines (1) Drug 1: O=S1(=O)NC2(CN1CC(F)(F)F)C1CCC2Cc2cc(C=CCN3CCC(C(F)(F)F)CC3)ccc2C1. Drug 2: COc1cc(C2c3cc4c(cc3C(OC3OC5COC(C)OC5C(O)C3O)C3COC(=O)C23)OCO4)cc(OC)c1O. Cell line: A375. Synergy scores: synergy=11.0. (2) Drug 1: CC(=O)OC1C(=O)C2(C)C(O)CC3OCC3(OC(C)=O)C2C(OC(=O)c2ccccc2)C2(O)CC(OC(=O)C(O)C(NC(=O)c3ccccc3)c3ccccc3)C(C)=C1C2(C)C. Drug 2: CS(=O)(=O)CCNCc1ccc(-c2ccc3ncnc(Nc4ccc(OCc5cccc(F)c5)c(Cl)c4)c3c2)o1. Cell line: OCUBM. Synergy scores: synergy=3.44. (3) Drug 1: CN1C(=O)C=CC2(C)C3CCC4(C)C(NC(=O)OCC(F)(F)F)CCC4C3CCC12. Drug 2: CC(=O)OC1C(=O)C2(C)C(O)CC3OCC3(OC(C)=O)C2C(OC(=O)c2ccccc2)C2(O)CC(OC(=O)C(O)C(NC(=O)c3ccccc3)c3ccccc3)C(C)=C1C2(C)C. Cell line: OVCAR3. Synergy scores: synergy=-4.23. (4) Drug 1: O=c1[nH]cc(F)c(=O)[nH]1. Drug 2: CS(=O)(=O)CCNCc1ccc(-c2ccc3ncnc(Nc4ccc(OCc5cccc(F)c5)c(Cl)c4)c3c2)o1. Cell line: PA1. Synergy scores: synergy=14.2. (5) Drug 1: NC1CCCCC1N.O=C(O)C(=O)O.[Pt+2]. Drug 2: CCc1cnn2c(NCc3ccc[n+]([O-])c3)cc(N3CCCCC3CCO)nc12. Cell line: KPL1. Synergy scores: synergy=3.50.